Dataset: Full USPTO retrosynthesis dataset with 1.9M reactions from patents (1976-2016). Task: Predict the reactants needed to synthesize the given product. (1) Given the product [CH3:20][O:21][CH2:22][CH2:23][C:24]1[N:8]([CH2:7][CH2:6][CH2:5][CH2:4][CH2:3][S:2][CH3:1])[C:9]2[C:18]3[CH:17]=[CH:16][CH:15]=[CH:14][C:13]=3[N:12]=[CH:11][C:10]=2[N:19]=1, predict the reactants needed to synthesize it. The reactants are: [CH3:1][S:2][CH2:3][CH2:4][CH2:5][CH2:6][CH2:7][NH:8][C:9]1[C:18]2[C:13](=[CH:14][CH:15]=[CH:16][CH:17]=2)[N:12]=[CH:11][C:10]=1[NH2:19].[CH3:20][O:21][CH2:22][CH2:23][C:24](Cl)=O. (2) Given the product [CH3:12][C:11]1[CH:10]=[CH:9][S:8][C:7]=1[C:6]([C:13]1[S:14][CH:15]=[CH:16][C:17]=1[CH3:18])=[CH:5][CH2:4][OH:3], predict the reactants needed to synthesize it. The reactants are: C([O:3][C:4](=O)[CH:5]=[C:6]([C:13]1[S:14][CH:15]=[CH:16][C:17]=1[CH3:18])[C:7]1[S:8][CH:9]=[CH:10][C:11]=1[CH3:12])C.CC(C[AlH]CC(C)C)C.[Cl-].[NH4+].C(Cl)Cl. (3) Given the product [C:1]([C:4]1[CH:5]=[C:6]([NH:11][S:12]([C:15]2[CH:24]=[C:23]3[C:18]([CH:19]=[CH:20][C:21]([N:25]4[CH2:26][CH2:27][N:28]([C:29]5[CH:38]=[C:37]6[C:32]([CH:33]=[CH:34][C:35]([S:39]([NH:42][C:43]7[CH:44]=[CH:45][C:46]([OH:52])=[C:47]([CH:51]=7)[C:48]([OH:50])=[O:49])(=[O:41])=[O:40])=[CH:36]6)=[CH:31][CH:30]=5)[C:54]4=[O:56])=[CH:22]3)=[CH:17][CH:16]=2)(=[O:13])=[O:14])[CH:7]=[CH:8][C:9]=1[OH:10])([OH:3])=[O:2], predict the reactants needed to synthesize it. The reactants are: [C:1]([C:4]1[CH:5]=[C:6]([NH:11][S:12]([C:15]2[CH:24]=[C:23]3[C:18]([CH:19]=[CH:20][C:21]([NH:25][CH2:26][CH2:27][NH:28][C:29]4[CH:38]=[C:37]5[C:32]([CH:33]=[CH:34][C:35]([S:39]([NH:42][C:43]6[CH:44]=[CH:45][C:46]([OH:52])=[C:47]([CH:51]=6)[C:48]([OH:50])=[O:49])(=[O:41])=[O:40])=[CH:36]5)=[CH:31][CH:30]=4)=[CH:22]3)=[CH:17][CH:16]=2)(=[O:14])=[O:13])[CH:7]=[CH:8][C:9]=1[OH:10])([OH:3])=[O:2].Cl[C:54](Cl)([O:56]C(=O)OC(Cl)(Cl)Cl)Cl.Cl. (4) Given the product [ClH:16].[OH:14][CH2:13][C:12]([N:7]1[CH2:6][CH2:5][C:4]2[C:9](=[CH:10][CH:11]=[C:2]([C:28]3[CH:27]=[CH:26][C:25]([CH2:24][CH2:23][N:19]4[CH2:20][CH2:21][CH2:22][C@H:18]4[CH3:17])=[CH:30][CH:29]=3)[CH:3]=2)[CH2:8]1)=[O:15], predict the reactants needed to synthesize it. The reactants are: Br[C:2]1[CH:3]=[C:4]2[C:9](=[CH:10][CH:11]=1)[CH2:8][N:7]([C:12](=[O:15])[CH2:13][OH:14])[CH2:6][CH2:5]2.[ClH:16].[CH3:17][C@@H:18]1[CH2:22][CH2:21][CH2:20][N:19]1[CH2:23][CH2:24][C:25]1[CH:30]=[CH:29][C:28](B(O)O)=[CH:27][CH:26]=1.C([O-])(O)=O.[Na+]. (5) Given the product [N:1]1([CH2:6][C:7]2[CH:23]=[CH:22][C:10]([CH2:11][N:12]3[CH:20]=[C:19]4[C:14]([N:15]=[CH:16][N:17]=[C:18]4[NH:24][CH2:25][C:26]4[C:34]5[O:33][C:32](=[O:35])[NH:31][C:30]=5[CH:29]=[C:28]([Cl:36])[CH:27]=4)=[N:13]3)=[CH:9][CH:8]=2)[CH:5]=[CH:4][CH:3]=[N:2]1, predict the reactants needed to synthesize it. The reactants are: [N:1]1([CH2:6][C:7]2[CH:23]=[CH:22][C:10]([CH2:11][N:12]3[CH:20]=[C:19]4[C:14]([N:15]=[CH:16][N:17]=[C:18]4Cl)=[N:13]3)=[CH:9][CH:8]=2)[CH:5]=[CH:4][CH:3]=[N:2]1.[NH2:24][CH2:25][C:26]1[C:34]2[O:33][C:32](=[O:35])[NH:31][C:30]=2[CH:29]=[C:28]([Cl:36])[CH:27]=1.CCN(C(C)C)C(C)C. (6) Given the product [C:56]([C:55]1[CH:54]=[C:53]([C:58]2[O:62][N:61]=[C:60]([C:63]3[CH:73]=[CH:72][C:66]4[CH2:67][CH2:68][N:69]([C:10](=[O:12])[CH2:9][NH:8][C:1](=[O:2])[O:3][C:4]([CH3:5])([CH3:6])[CH3:7])[CH2:70][CH2:71][C:65]=4[CH:64]=3)[N:59]=2)[CH:52]=[N:51][C:50]=1[NH:49][CH2:46][CH2:47][CH3:48])#[N:57], predict the reactants needed to synthesize it. The reactants are: [C:1]([NH:8][CH2:9][C:10]([OH:12])=O)([O:3][C:4]([CH3:7])([CH3:6])[CH3:5])=[O:2].CN(C(ON1N=NC2C=CC=NC1=2)=[N+](C)C)C.F[P-](F)(F)(F)(F)F.CCN(C(C)C)C(C)C.[CH2:46]([NH:49][C:50]1[C:55]([C:56]#[N:57])=[CH:54][C:53]([C:58]2[O:62][N:61]=[C:60]([C:63]3[CH:73]=[CH:72][C:66]4[CH2:67][CH2:68][NH:69][CH2:70][CH2:71][C:65]=4[CH:64]=3)[N:59]=2)=[CH:52][N:51]=1)[CH2:47][CH3:48]. (7) Given the product [CH2:27]([C:10]1[S:11][CH:12]=[C:8]([C:4]2[CH:5]=[CH:6][CH:7]=[CH:2][CH:3]=2)[N:9]=1)[CH3:28], predict the reactants needed to synthesize it. The reactants are: Br[C:2]1[CH:3]=[C:4]([C:8]2[N:9]=[C:10]([CH2:27][CH3:28])[S:11][C:12]=2C2C=CN=C(NC(OC(C)(C)C)=O)C=2)[CH:5]=[CH:6][CH:7]=1.CCCCCC.C([Li])CCC.